Dataset: NCI-60 drug combinations with 297,098 pairs across 59 cell lines. Task: Regression. Given two drug SMILES strings and cell line genomic features, predict the synergy score measuring deviation from expected non-interaction effect. (1) Drug 1: C1=CC(=CC=C1CCCC(=O)O)N(CCCl)CCCl. Drug 2: B(C(CC(C)C)NC(=O)C(CC1=CC=CC=C1)NC(=O)C2=NC=CN=C2)(O)O. Cell line: M14. Synergy scores: CSS=6.15, Synergy_ZIP=-7.46, Synergy_Bliss=-5.34, Synergy_Loewe=-5.56, Synergy_HSA=-6.07. (2) Drug 1: CN(C)C1=NC(=NC(=N1)N(C)C)N(C)C. Drug 2: C1=NC2=C(N1)C(=S)N=C(N2)N. Cell line: CCRF-CEM. Synergy scores: CSS=44.4, Synergy_ZIP=1.86, Synergy_Bliss=-1.32, Synergy_Loewe=-35.3, Synergy_HSA=-2.53. (3) Drug 1: CC1CCC2CC(C(=CC=CC=CC(CC(C(=O)C(C(C(=CC(C(=O)CC(OC(=O)C3CCCCN3C(=O)C(=O)C1(O2)O)C(C)CC4CCC(C(C4)OC)OCCO)C)C)O)OC)C)C)C)OC. Drug 2: N.N.Cl[Pt+2]Cl. Cell line: 786-0. Synergy scores: CSS=64.7, Synergy_ZIP=-1.36, Synergy_Bliss=2.98, Synergy_Loewe=3.16, Synergy_HSA=3.33.